Dataset: Forward reaction prediction with 1.9M reactions from USPTO patents (1976-2016). Task: Predict the product of the given reaction. Given the reactants Br[C:2]1[C:3]([O:31][CH3:32])=[C:4]([C:16]2[CH:24]=[C:23]3[C:19]([C:20]([CH2:25][CH2:26][S:27]([NH2:30])(=[O:29])=[O:28])=[CH:21][CH2:22]3)=[CH:18][CH:17]=2)[CH:5]=[C:6]([N:8]2[CH:13]=[CH:12][C:11](=[O:14])[NH:10][C:9]2=[O:15])[CH:7]=1.[O:33]1[CH:37]=[CH:36][C:35](B(O)O)=[CH:34]1, predict the reaction product. The product is: [O:15]=[C:9]1[NH:10][C:11](=[O:14])[CH:12]=[CH:13][N:8]1[C:6]1[CH:7]=[C:2]([C:35]2[CH:36]=[CH:37][O:33][CH:34]=2)[C:3]([O:31][CH3:32])=[C:4]([C:16]2[CH:24]=[C:23]3[C:19]([C:20]([CH2:25][CH2:26][S:27]([NH2:30])(=[O:29])=[O:28])=[CH:21][CH2:22]3)=[CH:18][CH:17]=2)[CH:5]=1.